From a dataset of Full USPTO retrosynthesis dataset with 1.9M reactions from patents (1976-2016). Predict the reactants needed to synthesize the given product. (1) Given the product [NH2:33][C:29]1([C:26]2[CH:27]=[CH:28][C:23]([C:15]3[O:14][C:5]4[N:6]=[C:7]([NH:9][CH2:10][CH2:11][O:12][CH3:13])[N:8]=[C:3]([O:2][CH3:1])[C:4]=4[C:16]=3[C:17]3[CH:18]=[CH:19][CH:20]=[CH:21][CH:22]=3)=[CH:24][CH:25]=2)[CH2:30][CH2:31][CH2:32]1, predict the reactants needed to synthesize it. The reactants are: [CH3:1][O:2][C:3]1[C:4]2[C:16]([C:17]3[CH:22]=[CH:21][CH:20]=[CH:19][CH:18]=3)=[C:15]([C:23]3[CH:28]=[CH:27][C:26]([C:29]4([NH:33]C(=O)OC(C)(C)C)[CH2:32][CH2:31][CH2:30]4)=[CH:25][CH:24]=3)[O:14][C:5]=2[N:6]=[C:7]([NH:9][CH2:10][CH2:11][O:12][CH3:13])[N:8]=1.C(O)(C(F)(F)F)=O. (2) Given the product [OH:16][C:14]1[CH:13]=[CH:12][C:10]2[NH:11][C:6]([CH2:5][C:4]([OH:20])=[O:3])=[N:7][S:8](=[O:19])(=[O:18])[C:9]=2[CH:15]=1, predict the reactants needed to synthesize it. The reactants are: C([O:3][C:4](=[O:20])[CH2:5][C:6]1[NH:11][C:10]2[CH:12]=[CH:13][C:14]([O:16]C)=[CH:15][C:9]=2[S:8](=[O:19])(=[O:18])[N:7]=1)C.B(Br)(Br)Br. (3) Given the product [C:1]([O:5][C:6]([N:8]1[CH2:13][CH2:12][CH:11]([C:14]2[C:22]3[S:21][C:20]([NH:23][C:24]([C:26]4[CH:27]=[CH:28][N:29]=[C:30]([O:32][CH3:33])[CH:31]=4)=[O:25])=[N:19][C:18]=3[C:17]([O:35][CH3:36])=[CH:16][CH:15]=2)[CH2:10][CH2:9]1)=[O:7])([CH3:4])([CH3:3])[CH3:2], predict the reactants needed to synthesize it. The reactants are: [C:1]([O:5][C:6]([N:8]1[CH2:13][CH:12]=[C:11]([C:14]2[C:22]3[S:21][C:20]([NH:23][C:24]([C:26]4[CH:31]=[C:30]([O:32][CH3:33])[N:29]=[C:28](Cl)[CH:27]=4)=[O:25])=[N:19][C:18]=3[C:17]([O:35][CH3:36])=[CH:16][CH:15]=2)[CH2:10][CH2:9]1)=[O:7])([CH3:4])([CH3:3])[CH3:2].C1COCC1.C(N(CC)CC)C. (4) Given the product [CH3:2][O:3][C:4]1[CH:9]=[CH:8][CH:7]=[C:6]2[C:5]=1[NH:10][C:15]1[CH2:24][CH:14]3[NH:13][CH:17]([C:16]2=1)[CH2:18][CH2:19][CH2:21]3, predict the reactants needed to synthesize it. The reactants are: Cl.[CH3:2][O:3][C:4]1[CH:9]=[CH:8][CH:7]=[CH:6][C:5]=1[NH:10]N.C[N:13]1[CH:17]2[CH2:18][C:19]([CH2:21][CH:14]1[CH2:15][CH2:16]2)=O.Cl.O1CCOC[CH2:24]1. (5) Given the product [Br:17][C:18]1[CH:19]=[C:20]([CH:21]2[C:3]3[C:4](=[CH:6][C:7]([Cl:9])=[CH:8][C:2]=3[Cl:1])[NH:5][CH:11]([C:10]([OH:14])=[O:13])[CH2:22]2)[CH:23]=[CH:24][CH:25]=1, predict the reactants needed to synthesize it. The reactants are: [Cl:1][C:2]1[CH:3]=[C:4]([CH:6]=[C:7]([Cl:9])[CH:8]=1)[NH2:5].[C:10]([O:14]CC)(=[O:13])[CH:11]=O.[Br:17][C:18]1[CH:19]=[C:20]([CH:23]=[CH:24][CH:25]=1)[CH:21]=[CH2:22].FC(F)(F)C(O)=O.[OH-].[Na+]. (6) Given the product [CH2:15]([OH:16])[C@H:13]1[O:14][C@H:9]([O:8][C@@H:6]([C@H:5]([OH:20])[C@@H:4]([OH:21])[CH2:3][OH:22])[C@H:24]([OH:33])[CH2:25][OH:26])[C@H:10]([OH:19])[C@@H:11]([OH:18])[C@@H:12]1[OH:17], predict the reactants needed to synthesize it. The reactants are: C(O)[C@H]1O[C@H:6]([O:8][C@H:9]2[O:14][C@H:13]([CH2:15][OH:16])[C@@H:12]([OH:17])[C@H:11]([OH:18])[C@H:10]2[OH:19])[C@H:5]([OH:20])[C@@H:4]([OH:21])[C@@H:3]1[OH:22].[CH2:24]([OH:33])[C@@H:25]([C@@H:25]([C@@H:24](CO)[OH:33])[OH:26])[OH:26].C(O)[C@@H]([C@H]([C@@H](CO)O)O)O.C(O)[C@@H](O)[C@@H](O)[C@@H](O)[C@@H](O)CO.